Dataset: Peptide-MHC class I binding affinity with 185,985 pairs from IEDB/IMGT. Task: Regression. Given a peptide amino acid sequence and an MHC pseudo amino acid sequence, predict their binding affinity value. This is MHC class I binding data. (1) The peptide sequence is AGFTAGLTY. The MHC is HLA-A30:02 with pseudo-sequence HLA-A30:02. The binding affinity (normalized) is 0.480. (2) The peptide sequence is VTERIFREY. The MHC is HLA-A29:02 with pseudo-sequence HLA-A29:02. The binding affinity (normalized) is 0.162. (3) The peptide sequence is VMKRNFIDF. The MHC is HLA-B15:01 with pseudo-sequence HLA-B15:01. The binding affinity (normalized) is 0.590. (4) The peptide sequence is DIVGGLFTY. The MHC is HLA-A02:03 with pseudo-sequence HLA-A02:03. The binding affinity (normalized) is 0.0847. (5) The peptide sequence is TMPNVYPA. The MHC is Mamu-A01 with pseudo-sequence Mamu-A01. The binding affinity (normalized) is 0. (6) The peptide sequence is MFSPIVPFW. The MHC is HLA-A24:02 with pseudo-sequence HLA-A24:02. The binding affinity (normalized) is 0.565.